Predict the reactants needed to synthesize the given product. From a dataset of Full USPTO retrosynthesis dataset with 1.9M reactions from patents (1976-2016). (1) The reactants are: [Cl:1][C:2]1[CH:10]=[C:9]2[C:5]([C:6]([CH2:18][C:19]3[CH:24]=[CH:23][CH:22]=[C:21]([Cl:25])[CH:20]=3)([CH:12]3[CH2:17][CH2:16][CH2:15][NH:14][CH2:13]3)[C:7](=[O:11])[NH:8]2)=[CH:4][CH:3]=1.C(N(CC)CC)C.[N:33]([C:36]1[CH:37]=[C:38]([O:46][CH3:47])[C:39]([O:44][CH3:45])=[C:40]([O:42][CH3:43])[CH:41]=1)=[C:34]=[O:35]. Given the product [CH3:43][O:42][C:40]1[CH:41]=[C:36]([NH:33][C:34]([N:14]2[CH2:15][CH2:16][CH2:17][CH:12]([C:6]3([CH2:18][C:19]4[CH:24]=[CH:23][CH:22]=[C:21]([Cl:25])[CH:20]=4)[C:5]4[C:9](=[CH:10][C:2]([Cl:1])=[CH:3][CH:4]=4)[NH:8][C:7]3=[O:11])[CH2:13]2)=[O:35])[CH:37]=[C:38]([O:46][CH3:47])[C:39]=1[O:44][CH3:45], predict the reactants needed to synthesize it. (2) Given the product [CH3:29][O:28][N:27]([CH3:26])[C:7](=[O:9])[C:6]1[CH:10]=[CH:11][CH:12]=[C:4]([O:3][C:2]([F:1])([F:14])[F:13])[CH:5]=1, predict the reactants needed to synthesize it. The reactants are: [F:1][C:2]([F:14])([F:13])[O:3][C:4]1[CH:5]=[C:6]([CH:10]=[CH:11][CH:12]=1)[C:7]([OH:9])=O.CN(C)C=O.C(Cl)(=O)C(Cl)=O.[CH3:26][NH:27][O:28][CH3:29].C(N(CC)CC)C. (3) Given the product [I:27][C:6]1[C:7]([C:9]2[CH:14]=[CH:13][N:12]=[C:11]([S:15][CH3:16])[N:10]=2)=[CH:8][N:4]([CH:1]([CH3:3])[CH3:2])[N:5]=1, predict the reactants needed to synthesize it. The reactants are: [CH:1]([N:4]1[CH:8]=[C:7]([C:9]2[CH:14]=[CH:13][N:12]=[C:11]([S:15][CH3:16])[N:10]=2)[C:6](N)=[N:5]1)([CH3:3])[CH3:2].C(ON=O)CC(C)C.C(I)[I:27]. (4) Given the product [Br:1][C:2]1[CH:10]=[CH:9][C:5]([C:6]([NH:17][C:18]2[CH:19]=[CH:20][C:21]([N:24]3[CH2:29][CH2:28][N:27]([C:30]([O:32][C:33]([CH3:36])([CH3:35])[CH3:34])=[O:31])[CH2:26][C@H:25]3[CH3:37])=[N:22][CH:23]=2)=[O:8])=[C:4]([F:11])[C:3]=1[O:12][C:13]([F:16])([F:15])[F:14], predict the reactants needed to synthesize it. The reactants are: [Br:1][C:2]1[CH:10]=[CH:9][C:5]([C:6]([OH:8])=O)=[C:4]([F:11])[C:3]=1[O:12][C:13]([F:16])([F:15])[F:14].[NH2:17][C:18]1[CH:19]=[CH:20][C:21]([N:24]2[CH2:29][CH2:28][N:27]([C:30]([O:32][C:33]([CH3:36])([CH3:35])[CH3:34])=[O:31])[CH2:26][C@H:25]2[CH3:37])=[N:22][CH:23]=1.CN(C(ON1N=NC2C=CC=NC1=2)=[N+](C)C)C.F[P-](F)(F)(F)(F)F.CCN(C(C)C)C(C)C.